The task is: Predict the product of the given reaction.. This data is from Forward reaction prediction with 1.9M reactions from USPTO patents (1976-2016). (1) Given the reactants [F:1][C:2]1[CH:7]=[C:6]([F:8])[C:5]([F:9])=[CH:4][C:3]=1B(O)O.Br[C:14]1[CH:22]=[CH:21][CH:20]=[C:19]2[C:15]=1[C:16]([CH:26]=[O:27])=[CH:17][N:18]2[CH:23]([CH3:25])[CH3:24], predict the reaction product. The product is: [F:1][C:2]1[CH:7]=[C:6]([F:8])[C:5]([F:9])=[CH:4][C:3]=1[C:14]1[CH:22]=[CH:21][CH:20]=[C:19]2[C:15]=1[C:16]([CH:26]=[O:27])=[CH:17][N:18]2[CH:23]([CH3:24])[CH3:25]. (2) Given the reactants [Cl:1][C:2]1[CH:7]=[C:6]([CH3:8])[CH:5]=[C:4]([Cl:9])[C:3]=1[OH:10].C1(=O)O[CH2:14][CH2:13][O:12]1.N1CCCCC1, predict the reaction product. The product is: [Cl:1][C:2]1[CH:7]=[C:6]([CH3:8])[CH:5]=[C:4]([Cl:9])[C:3]=1[O:10][CH2:14][CH2:13][OH:12]. (3) Given the reactants [C:1]([N:9]1[C:15]2[CH:16]=[CH:17][CH:18]=[CH:19][C:14]=2[CH2:13][N:12]([S:20]([C:23]2[CH:28]=[CH:27][C:26]([O:29][CH2:30][CH:31]=[C:32]=[CH:33][CH3:34])=[CH:25][CH:24]=2)(=[O:22])=[O:21])[CH:11]([C:35]([OH:37])=O)[CH2:10]1)(=[O:8])[C:2]1[CH:7]=[CH:6][CH:5]=[CH:4][CH:3]=1.[OH:38][N:39]1C2C=CC=CC=2N=N1.Cl.CN(C)CCCN=C=NCC.NO, predict the reaction product. The product is: [C:1]([N:9]1[C:15]2[CH:16]=[CH:17][CH:18]=[CH:19][C:14]=2[CH2:13][N:12]([S:20]([C:23]2[CH:24]=[CH:25][C:26]([O:29][CH2:30][CH:31]=[C:32]=[CH:33][CH3:34])=[CH:27][CH:28]=2)(=[O:21])=[O:22])[CH:11]([C:35]([NH:39][OH:38])=[O:37])[CH2:10]1)(=[O:8])[C:2]1[CH:3]=[CH:4][CH:5]=[CH:6][CH:7]=1. (4) Given the reactants [F:1][C:2]1[CH:7]=[CH:6][C:5]([NH:8][C@H:9]([C:39]2[CH:44]=[CH:43][C:42]([O:45][Si:46]([CH3:49])([CH3:48])[CH3:47])=[CH:41][CH:40]=2)[C@@H:10]([CH2:25][CH2:26][C:27]2([C:32]3[CH:37]=[CH:36][C:35]([F:38])=[CH:34][CH:33]=3)[O:31][CH2:30][CH2:29][O:28]2)[C:11](N2[C@@H](C3C=CC=CC=3)COC2=O)=[O:12])=[CH:4][CH:3]=1.C/C(/O[Si](C)(C)C)=N\[Si](C)(C)C.O.[F-].C([N+](CCCC)(CCCC)CCCC)CCC, predict the reaction product. The product is: [F:1][C:2]1[CH:7]=[CH:6][C:5]([N:8]2[C@H:9]([C:39]3[CH:40]=[CH:41][C:42]([O:45][Si:46]([CH3:47])([CH3:49])[CH3:48])=[CH:43][CH:44]=3)[C@@H:10]([CH2:25][CH2:26][C:27]3([C:32]4[CH:37]=[CH:36][C:35]([F:38])=[CH:34][CH:33]=4)[O:28][CH2:29][CH2:30][O:31]3)[C:11]2=[O:12])=[CH:4][CH:3]=1. (5) Given the reactants [CH:1]([Mg]Cl)([CH3:3])[CH3:2].[Br:6][C:7]1[CH:16]=[C:15]2[C:10]([C:11]([CH3:19])([CH3:18])[CH2:12][CH2:13][C:14]2=[O:17])=[CH:9][C:8]=1[CH3:20].C(O)(=O)C, predict the reaction product. The product is: [Br:6][C:7]1[CH:16]=[C:15]2[C:10]([C:11]([CH3:18])([CH3:19])[CH2:12][CH2:13][C:14]2([CH:1]([CH3:3])[CH3:2])[OH:17])=[CH:9][C:8]=1[CH3:20].